From a dataset of Forward reaction prediction with 1.9M reactions from USPTO patents (1976-2016). Predict the product of the given reaction. (1) The product is: [Br:1][C:2]1[CH:3]=[C:4]([NH2:13])[C:5]([NH2:6])=[CH:7][C:8]=1[C:9]([F:12])([F:11])[F:10]. Given the reactants [Br:1][C:2]1[C:8]([C:9]([F:12])([F:11])[F:10])=[CH:7][C:5]([NH2:6])=[C:4]([N+:13]([O-])=O)[CH:3]=1.O.[Sn](Cl)Cl.C(=O)(O)[O-].[Na+], predict the reaction product. (2) Given the reactants ClC1C2C=C(C(NC3C=CC(N4CCN(C(=O)CC(C)(C)C(O)=O)CC4)=NC=3)=O)SC=2C=CC=1.[CH2:35]([N:37]1[C:45]2[C:40](=[C:41]([CH3:46])[CH:42]=[CH:43][CH:44]=2)[CH:39]=[C:38]1[C:47]([NH:49][C:50]1[CH:55]=[CH:54][C:53]([CH:56]2[CH2:61][CH2:60][N:59]([C:62](=[O:70])[CH2:63][C:64]([CH3:69])([CH3:68])[C:65]([OH:67])=[O:66])[CH2:58][CH2:57]2)=[CH:52][CH:51]=1)=[O:48])[CH3:36].N1CCC(C2C=CC(NC(C3N(CC)C4C(C=3)=C(C)C=CC=4)=O)=CC=2)CC1.CC1(C)CC(=O)OC1=O, predict the reaction product. The product is: [CH2:35]([N:37]1[C:45]2[C:40]([CH:41]([CH3:46])[CH:42]=[CH:43][CH:44]=2)=[CH:39][CH:38]1[C:47]([NH:49][C:50]1[CH:51]=[CH:52][C:53]([CH:56]2[CH2:57][CH2:58][N:59]([C:62](=[O:70])[CH2:63][C:64]([CH3:68])([CH3:69])[C:65]([OH:67])=[O:66])[CH2:60][CH2:61]2)=[CH:54][CH:55]=1)=[O:48])[CH3:36]. (3) Given the reactants [Br:1][C:2]1[CH:3]=[C:4]2[C:9](=[CH:10][CH:11]=1)[N:8]=[CH:7][C:6]([C:12](=[O:14])[CH3:13])=[C:5]2Cl.[CH3:16][N:17]([CH3:27])[CH2:18][CH2:19][C:20]1[CH:26]=[CH:25][C:23]([NH2:24])=[CH:22][CH:21]=1, predict the reaction product. The product is: [Br:1][C:2]1[CH:3]=[C:4]2[C:9](=[CH:10][CH:11]=1)[N:8]=[CH:7][C:6]([C:12](=[O:14])[CH3:13])=[C:5]2[NH:24][C:23]1[CH:22]=[CH:21][C:20]([CH2:19][CH2:18][N:17]([CH3:16])[CH3:27])=[CH:26][CH:25]=1. (4) Given the reactants [Cl:1][C:2]1[C:7]([Cl:8])=[CH:6][CH:5]=[CH:4][C:3]=1[N:9]1[CH2:14][CH2:13][NH:12][CH2:11][CH2:10]1.Cl[CH2:16][CH2:17][CH2:18][CH2:19][C:20]1[C:28]2[C:23](=[CH:24][CH:25]=[C:26]([F:29])[CH:27]=2)[NH:22][CH:21]=1, predict the reaction product. The product is: [Cl:1][C:2]1[C:7]([Cl:8])=[CH:6][CH:5]=[CH:4][C:3]=1[N:9]1[CH2:14][CH2:13][N:12]([CH2:16][CH2:17][CH2:18][CH2:19][C:20]2[C:28]3[C:23](=[CH:24][CH:25]=[C:26]([F:29])[CH:27]=3)[NH:22][CH:21]=2)[CH2:11][CH2:10]1. (5) Given the reactants [N+:1]([C:4]1[CH:5]=[C:6]([CH:10]=[CH:11][CH:12]=1)[C:7](Cl)=[O:8])([O-:3])=[O:2].C1(SC)C=CC=CC=1.[Cl-].[Cl-].[Cl-].[Al+3], predict the reaction product. The product is: [N+:1]([C:4]1[CH:5]=[C:6]([CH:7]=[O:8])[CH:10]=[CH:11][CH:12]=1)([O-:3])=[O:2]. (6) Given the reactants [C:1]([N:4]1[CH2:8][CH2:7][C@H:6]([N:9]2[C:14]3[N:15]=[C:16](S(C)(=O)=O)[N:17]=[CH:18][C:13]=3[CH:12]=[C:11]([C:23]3[CH:28]=[CH:27][CH:26]=[CH:25][C:24]=3[CH3:29])[C:10]2=[O:30])[CH2:5]1)(=[O:3])[CH3:2].[NH2:31][CH:32]1[CH2:37][CH2:36][N:35]([C:38]([O:40][C:41]([CH3:44])([CH3:43])[CH3:42])=[O:39])[CH2:34][CH2:33]1.N1C=CC=CC=1, predict the reaction product. The product is: [C:1]([N:4]1[CH2:8][CH2:7][C@H:6]([N:9]2[C:14]3[N:15]=[C:16]([NH:31][CH:32]4[CH2:33][CH2:34][N:35]([C:38]([O:40][C:41]([CH3:44])([CH3:43])[CH3:42])=[O:39])[CH2:36][CH2:37]4)[N:17]=[CH:18][C:13]=3[CH:12]=[C:11]([C:23]3[CH:28]=[CH:27][CH:26]=[CH:25][C:24]=3[CH3:29])[C:10]2=[O:30])[CH2:5]1)(=[O:3])[CH3:2].